This data is from Reaction yield outcomes from USPTO patents with 853,638 reactions. The task is: Predict the reaction yield, written as a fraction of the theoretical maximum amount of product (1.0 means a 100% yield; for example, 0.34 means a 34% yield). (1) The reactants are [I-].[CH3:2][S+](C)(C)=O.[H-].[Na+].[Br:9][C:10]1[CH:15]=[CH:14][C:13](/[CH:16]=[CH:17]/[C:18]([O:20][CH2:21][CH3:22])=[O:19])=[CH:12][CH:11]=1. The catalyst is CS(C)=O. The product is [Br:9][C:10]1[CH:11]=[CH:12][C:13]([C@@H:16]2[CH2:2][C@H:17]2[C:18]([O:20][CH2:21][CH3:22])=[O:19])=[CH:14][CH:15]=1. The yield is 0.759. (2) The yield is 0.450. The catalyst is CN(C=O)C. The product is [S:45]1[CH:49]=[N:48][N:47]=[C:46]1[NH:50][C:37](=[O:38])[C:36]([NH:35][C:33]([C:32]1[CH:31]=[C:30]([C:27]2[CH:28]=[CH:29][C:19]3[O:18][C:17]([C:14]4[CH:13]=[CH:12][C:11]([F:10])=[CH:16][CH:15]=4)=[C:21]([C:22]([NH:23][CH3:24])=[O:25])[C:20]=3[CH:26]=2)[CH:44]=[CH:43][CH:42]=1)=[O:34])([CH3:40])[CH3:41]. The reactants are CCN(C(C)C)C(C)C.[F:10][C:11]1[CH:16]=[CH:15][C:14]([C:17]2[O:18][C:19]3[CH:29]=[CH:28][C:27]([C:30]4[CH:31]=[C:32]([CH:42]=[CH:43][CH:44]=4)[C:33]([NH:35][C:36]([CH3:41])([CH3:40])[C:37](O)=[O:38])=[O:34])=[CH:26][C:20]=3[C:21]=2[C:22](=[O:25])[NH:23][CH3:24])=[CH:13][CH:12]=1.[S:45]1[CH:49]=[N:48][N:47]=[C:46]1[NH2:50].[H-].[Na+].